Dataset: Full USPTO retrosynthesis dataset with 1.9M reactions from patents (1976-2016). Task: Predict the reactants needed to synthesize the given product. (1) Given the product [F:15][C:4]1[C:5]2[CH2:10][O:9][CH:8]([CH2:11][NH:12][CH3:13])[O:7][C:6]=2[CH:14]=[C:2]([S:17]([CH3:16])(=[O:19])=[O:18])[CH:3]=1, predict the reactants needed to synthesize it. The reactants are: Br[C:2]1[CH:3]=[C:4]([F:15])[C:5]2[CH2:10][O:9][CH:8]([CH2:11][NH:12][CH3:13])[O:7][C:6]=2[CH:14]=1.[CH3:16][S:17]([O-:19])=[O:18].[Na+].N1CCC[C@H]1C(O)=O. (2) Given the product [C:33]([C:2]1[CH:3]=[C:4]([CH:8]([N:10]2[C:18]3[C:13](=[CH:14][CH:15]=[CH:16][CH:17]=3)[C:12]([C:19]([NH:21][CH2:22][C:23]3[C:24](=[O:31])[NH:25][C:26]([CH3:30])=[CH:27][C:28]=3[CH3:29])=[O:20])=[C:11]2[CH3:32])[CH3:9])[CH:5]=[CH:6][CH:7]=1)#[N:34], predict the reactants needed to synthesize it. The reactants are: Br[C:2]1[CH:3]=[C:4]([CH:8]([N:10]2[C:18]3[C:13](=[CH:14][CH:15]=[CH:16][CH:17]=3)[C:12]([C:19]([NH:21][CH2:22][C:23]3[C:24](=[O:31])[NH:25][C:26]([CH3:30])=[CH:27][C:28]=3[CH3:29])=[O:20])=[C:11]2[CH3:32])[CH3:9])[CH:5]=[CH:6][CH:7]=1.[CH3:33][N:34](C=O)C.